Dataset: Forward reaction prediction with 1.9M reactions from USPTO patents (1976-2016). Task: Predict the product of the given reaction. (1) Given the reactants [CH3:1][C:2]1[CH:7]=[CH:6][CH:5]=[C:4]([CH3:8])[N:3]=1.C([Li])CCC.CON(C)[C:17]([C:19]1[CH:28]=[CH:27][C:22]2[N:23]=[N:24][N:25]([CH3:26])[C:21]=2[CH:20]=1)=[O:18], predict the reaction product. The product is: [CH3:26][N:25]1[C:21]2[CH:20]=[C:19]([C:17](=[O:18])[CH2:1][C:2]3[CH:7]=[CH:6][CH:5]=[C:4]([CH3:8])[N:3]=3)[CH:28]=[CH:27][C:22]=2[N:23]=[N:24]1. (2) Given the reactants [ClH:1].[N+]([C:5]1[NH:6][CH:7]=[C:8]([N+:10]([O-:12])=[O:11])[N:9]=1)([O-])=O, predict the reaction product. The product is: [Cl:1][C:5]1[NH:6][CH:7]=[C:8]([N+:10]([O-:12])=[O:11])[N:9]=1. (3) Given the reactants Cl[C:2]1[CH:7]=[CH:6][N:5]=[C:4]2[CH:8]=[C:9]([C:11]([C:13]3[O:14][CH:15]=[CH:16][CH:17]=3)=[O:12])[S:10][C:3]=12.[F:18][C:19]1[CH:24]=[C:23]([N+:25]([O-:27])=[O:26])[CH:22]=[CH:21][C:20]=1O.[C:29]([O-])([O-])=O.[K+].[K+], predict the reaction product. The product is: [F:18][C:19]1[CH:24]=[C:23]([N+:25]([O-:27])=[O:26])[CH:22]=[CH:21][C:20]=1[CH2:29][C:2]1[CH:7]=[CH:6][N:5]=[C:4]2[CH:8]=[C:9]([C:11]([C:13]3[O:14][CH:15]=[CH:16][CH:17]=3)=[O:12])[S:10][C:3]=12. (4) Given the reactants [ClH:1].[NH2:2][CH2:3][CH2:4][OH:5].[N+:6]([C:9]1[C:22]2[C:13](=[N:14][C:15]3[C:20]([C:21]=2OC2C=CC=CC=2)=[CH:19][CH:18]=[CH:17][CH:16]=3)[CH:12]=[CH:11][CH:10]=1)([O-:8])=[O:7].Cl, predict the reaction product. The product is: [ClH:1].[N+:6]([C:9]1[C:22]2[C:13](=[N:14][C:15]3[C:20]([C:21]=2[NH:2][CH2:3][CH2:4][OH:5])=[CH:19][CH:18]=[CH:17][CH:16]=3)[CH:12]=[CH:11][CH:10]=1)([O-:8])=[O:7]. (5) Given the reactants [CH:1]12[CH2:7][CH:4]([CH2:5][CH2:6]1)[C:3](=O)[C:2]2=O.COP([CH2:16][C:17]([C:19]1[CH:24]=[CH:23][CH:22]=[C:21]([F:25])[C:20]=1[C:26]([F:29])([F:28])[F:27])=O)(=O)OC.O.[NH2:31][NH2:32], predict the reaction product. The product is: [F:25][C:21]1[C:20]([C:26]([F:29])([F:28])[F:27])=[C:19]([C:17]2[CH:16]=[C:3]3[C:2]([CH:1]4[CH2:7][CH:4]3[CH2:5][CH2:6]4)=[N:32][N:31]=2)[CH:24]=[CH:23][CH:22]=1.